The task is: Predict the product of the given reaction.. This data is from Forward reaction prediction with 1.9M reactions from USPTO patents (1976-2016). (1) The product is: [N:1]1([CH2:6][CH2:7][O:8][C:9]2[N:10]=[CH:11][C:12]([NH2:15])=[CH:13][CH:14]=2)[CH:5]=[CH:4][N:3]=[N:2]1. Given the reactants [N:1]1([CH2:6][CH2:7][O:8][C:9]2[CH:14]=[CH:13][C:12]([N+:15]([O-])=O)=[CH:11][N:10]=2)[CH:5]=[CH:4][N:3]=[N:2]1, predict the reaction product. (2) Given the reactants [Cl:1][C:2]1[CH:7]=[CH:6][C:5]([O:8][C:9](=[O:26])[N:10]([CH2:12][C@H:13]2[CH2:18][CH2:17][C@H:16]([CH2:19][O:20][CH2:21][CH2:22][CH2:23][CH2:24]Br)[CH2:15][CH2:14]2)[CH3:11])=[CH:4][CH:3]=1.[NH:27]1[CH2:32][CH2:31][CH2:30][CH2:29][CH2:28]1, predict the reaction product. The product is: [Cl:1][C:2]1[CH:7]=[CH:6][C:5]([O:8][C:9](=[O:26])[N:10]([CH3:11])[CH2:12][C@H:13]2[CH2:18][CH2:17][C@H:16]([CH2:19][O:20][CH2:21][CH2:22][CH2:23][CH2:24][N:27]3[CH2:32][CH2:31][CH2:30][CH2:29][CH2:28]3)[CH2:15][CH2:14]2)=[CH:4][CH:3]=1. (3) Given the reactants [NH2:1][C:2]1[CH:14]=[C:13]([C:15]2[CH:20]=[CH:19][CH:18]=[C:17]([O:21][C:22]([O:24][C:25]([CH3:28])([CH3:27])[CH3:26])=[O:23])[CH:16]=2)[CH:12]=[CH:11][C:3]=1[C:4]([O:6][C:7]([CH3:10])([CH3:9])[CH3:8])=[O:5].C(=O)([O-])[O-].[Cs+].[Cs+].I[C:36]1[CH:37]=[C:38]([OH:42])[CH:39]=[CH:40][CH:41]=1.C1(P(C2CCCCC2)C2C=CC=CC=2C2C(C(C)C)=CC(C(C)C)=CC=2C(C)C)CCCCC1.C(O)(=O)CC(CC(O)=O)(C(O)=O)O, predict the reaction product. The product is: [C:25]([O:24][C:22]([O:21][C:17]1[CH:16]=[C:15]([C:13]2[CH:12]=[CH:11][C:3]([C:4]([O:6][C:7]([CH3:10])([CH3:9])[CH3:8])=[O:5])=[C:2]([NH:1][C:36]3[CH:41]=[CH:40][CH:39]=[C:38]([OH:42])[CH:37]=3)[CH:14]=2)[CH:20]=[CH:19][CH:18]=1)=[O:23])([CH3:28])([CH3:27])[CH3:26]. (4) Given the reactants C([Li])CCC.[F:6][C:7]1[CH:8]=[N:9][CH:10]=[CH:11][CH:12]=1.CN([CH:16]=[O:17])C.O, predict the reaction product. The product is: [F:6][C:7]1[C:8]([CH:16]=[O:17])=[N:9][CH:10]=[CH:11][CH:12]=1. (5) Given the reactants [NH2:1][C:2]1[C:3]([O:11][CH3:12])=[C:4]([C:8](=[O:10])[CH3:9])[CH:5]=[CH:6][CH:7]=1.[CH3:13][S:14](Cl)(=[O:16])=[O:15], predict the reaction product. The product is: [CH3:12][O:11][C:3]1[C:2]([NH:1][S:14]([CH3:13])(=[O:16])=[O:15])=[CH:7][CH:6]=[CH:5][C:4]=1[C:8](=[O:10])[CH3:9]. (6) The product is: [Br:20][C:10]1[CH:11]=[C:12]2[C:7](=[CH:8][CH:9]=1)[NH:6][C:5](=[O:21])[C:4]([C:1](=[O:3])[CH:2]=[CH:26][C:25]1[CH:28]=[C:29]([O:32][CH3:33])[CH:30]=[CH:31][C:24]=1[O:23][CH3:22])=[C:13]2[C:14]1[CH:15]=[CH:16][CH:17]=[CH:18][CH:19]=1. Given the reactants [C:1]([C:4]1[C:5](=[O:21])[NH:6][C:7]2[C:12]([C:13]=1[C:14]1[CH:19]=[CH:18][CH:17]=[CH:16][CH:15]=1)=[CH:11][C:10]([Br:20])=[CH:9][CH:8]=2)(=[O:3])[CH3:2].[CH3:22][O:23][C:24]1[CH:31]=[CH:30][C:29]([O:32][CH3:33])=[CH:28][C:25]=1[CH:26]=O.[OH-].[Na+], predict the reaction product.